From a dataset of Forward reaction prediction with 1.9M reactions from USPTO patents (1976-2016). Predict the product of the given reaction. (1) Given the reactants [C:1]1([CH2:7][C:8]2[CH:13]=[CH:12][CH:11]=[CH:10][C:9]=2CC#N)[CH:6]=[CH:5][CH:4]=[CH:3][CH:2]=1.[OH-:17].[K+].[CH2:19]([OH:21])[CH3:20], predict the reaction product. The product is: [C:1]1([CH2:7][C:8]2[CH:13]=[CH:12][CH:11]=[CH:10][C:9]=2[CH2:20][C:19]([OH:17])=[O:21])[CH:6]=[CH:5][CH:4]=[CH:3][CH:2]=1. (2) Given the reactants S(Cl)(Cl)=O.[CH3:5][O:6][C:7]1[CH:12]=[C:11]([O:13][CH3:14])[CH:10]=[CH:9][C:8]=1[C:15]1(O)[C:23]2[C:18](=[CH:19][C:20]([O:26][CH3:27])=[C:21]([O:24][CH3:25])[CH:22]=2)[NH:17][C:16]1=[O:28].[F:30][C@H:31]1[CH2:35][NH:34][C@H:33]([C:36]([N:38]([CH3:40])[CH3:39])=[O:37])[CH2:32]1.C(=O)([O-])[O-].[K+].[K+], predict the reaction product. The product is: [CH3:5][O:6][C:7]1[CH:12]=[C:11]([O:13][CH3:14])[CH:10]=[CH:9][C:8]=1[C:15]1([N:34]2[CH2:35][C@H:31]([F:30])[CH2:32][C@H:33]2[C:36]([N:38]([CH3:40])[CH3:39])=[O:37])[C:23]2[C:18](=[CH:19][C:20]([O:26][CH3:27])=[C:21]([O:24][CH3:25])[CH:22]=2)[NH:17][C:16]1=[O:28]. (3) Given the reactants [CH2:1]([O:8][C@H:9]1[C@H:14]([O:15][CH2:16][C:17]2[CH:22]=[CH:21][CH:20]=[CH:19][CH:18]=2)[C@@H:13]([O:23][CH2:24][C:25]2[CH:30]=[CH:29][CH:28]=[CH:27][CH:26]=2)[C@@:12]([C:33]2[CH:38]=[CH:37][C:36]([Cl:39])=[C:35]([CH2:40][C:41]3[CH:46]=[CH:45][C:44]([O:47][CH2:48][CH2:49][O:50][CH:51]4[CH2:53][CH2:52]4)=[CH:43][CH:42]=3)[CH:34]=2)([O:31][CH3:32])[O:11][C@@H:10]1[CH:54]=[O:55])[C:2]1[CH:7]=[CH:6][CH:5]=[CH:4][CH:3]=1.[CH2:56]=[O:57].[OH-].[Na+].[BH4-].[Na+], predict the reaction product. The product is: [CH2:1]([O:8][C@H:9]1[C@H:14]([O:15][CH2:16][C:17]2[CH:18]=[CH:19][CH:20]=[CH:21][CH:22]=2)[C@@H:13]([O:23][CH2:24][C:25]2[CH:30]=[CH:29][CH:28]=[CH:27][CH:26]=2)[C@@:12]([C:33]2[CH:38]=[CH:37][C:36]([Cl:39])=[C:35]([CH2:40][C:41]3[CH:46]=[CH:45][C:44]([O:47][CH2:48][CH2:49][O:50][CH:51]4[CH2:52][CH2:53]4)=[CH:43][CH:42]=3)[CH:34]=2)([O:31][CH3:32])[O:11][C:10]1([CH2:56][OH:57])[CH2:54][OH:55])[C:2]1[CH:7]=[CH:6][CH:5]=[CH:4][CH:3]=1. (4) The product is: [C:8]([C:5]1[CH:6]=[CH:7][C:2]([OH:1])=[C:3]([NH:11][C:14](=[O:16])[CH3:15])[CH:4]=1)(=[O:10])[CH3:9]. Given the reactants [OH:1][C:2]1[CH:7]=[CH:6][C:5]([C:8](=[O:10])[CH3:9])=[CH:4][C:3]=1[N+:11]([O-])=O.[C:14](OC(=O)C)(=[O:16])[CH3:15], predict the reaction product. (5) Given the reactants [OH:1][CH2:2][CH:3]1[NH:8][CH2:7][CH2:6][N:5]([C:9]([O:11][C:12]([CH3:15])([CH3:14])[CH3:13])=[O:10])[CH2:4]1.C(N(CC)CC)C.[F:23][C:24]([F:36])([F:35])[C:25]1[CH:26]=[CH:27][C:28]([F:34])=[C:29]([CH:33]=1)[C:30](Cl)=[O:31].O, predict the reaction product. The product is: [F:34][C:28]1[CH:27]=[CH:26][C:25]([C:24]([F:23])([F:35])[F:36])=[CH:33][C:29]=1[C:30]([N:8]1[CH2:7][CH2:6][N:5]([C:9]([O:11][C:12]([CH3:15])([CH3:14])[CH3:13])=[O:10])[CH2:4][CH:3]1[CH2:2][OH:1])=[O:31]. (6) Given the reactants CS([O:5][C:6]1[CH:7]=[C:8]2[C:34](=[CH:35][C:36]=1[CH3:37])[O:33][C:11]1([CH2:20][C:19]([CH3:22])([CH3:21])[C:18]3[C:13](=[CH:14][C:15]([CH3:32])=[C:16]([O:23][CH2:24][CH2:25][CH2:26]OS(C)(=O)=O)[CH:17]=3)[O:12]1)[CH2:10][C:9]2([CH3:39])[CH3:38])(=O)=O.[CH3:40][C:41]1[NH:45][N:44]=[C:43]([CH2:46][OH:47])[CH:42]=1.[H-].[Na+].[OH-].[Na+].Cl, predict the reaction product. The product is: [OH:5][C:6]1[CH:7]=[C:8]2[C:34](=[CH:35][C:36]=1[CH3:37])[O:33][C:11]1([CH2:20][C:19]([CH3:22])([CH3:21])[C:18]3[C:13](=[CH:14][C:15]([CH3:32])=[C:16]([O:23][CH2:24][CH2:25][CH2:26][N:44]4[C:43]([CH2:46][OH:47])=[CH:42][C:41]([CH3:40])=[N:45]4)[CH:17]=3)[O:12]1)[CH2:10][C:9]2([CH3:38])[CH3:39].